Dataset: Forward reaction prediction with 1.9M reactions from USPTO patents (1976-2016). Task: Predict the product of the given reaction. (1) Given the reactants Cl.[S:2]1[CH:6]=[CH:5][CH:4]=[C:3]1[C:7]1[N:11]=[C:10]([CH:12]2[CH2:17][CH2:16][NH2+:15][CH2:14][CH2:13]2)[O:9][N:8]=1.C(N(C(C)C)CC)(C)C.[C:27](OC(=O)C)(=[O:29])[CH3:28], predict the reaction product. The product is: [S:2]1[CH:6]=[CH:5][CH:4]=[C:3]1[C:7]1[N:11]=[C:10]([CH:12]2[CH2:17][CH2:16][N:15]([C:27](=[O:29])[CH3:28])[CH2:14][CH2:13]2)[O:9][N:8]=1. (2) The product is: [CH:2]1([CH2:1][N:8]2[CH2:12][CH2:11][N:10]([C:13]3[S:14][C:15]([C:19]([NH:42][CH2:43][C:44]4[CH:45]=[N:46][CH:47]=[CH:48][CH:49]=4)=[O:21])=[C:16]([CH3:18])[N:17]=3)[C:9]2=[O:22])[CH2:7][CH2:6]1. Given the reactants [CH2:1]([N:8]1[CH2:12][CH2:11][N:10]([C:13]2[S:14][C:15]([C:19]([OH:21])=O)=[C:16]([CH3:18])[N:17]=2)[C:9]1=[O:22])[C:2]1[CH:7]=[CH:6]C=CC=1.C1(CN2CCN(C3SC(C(O)=O)=C(C)N=3)C2=O)CC1.[NH2:42][CH2:43][C:44]1[CH:45]=[N:46][CH:47]=[CH:48][CH:49]=1, predict the reaction product. (3) Given the reactants Cl.[CH3:2][C:3]1[N:4]=[CH:5][N:6]([C:8]2[C:13](=[O:14])[NH:12][C:11]([C:15]([OH:17])=O)=[CH:10][CH:9]=2)[CH:7]=1.[CH2:18]([N:20](CC)[CH2:21]C)[CH3:19].F[P-](F)(F)(F)(F)F.N1(OC(N(C)C)=[N+](C)C)C2N=CC=CC=2N=N1.[F:49][C:50]([F:69])([F:68])[C:51]1[CH:59]=[CH:58][C:57]2[N:56]3[CH2:60][CH2:61][O:62][CH2:63][C:55]3=[C:54](NCCO)[C:53]=2[CH:52]=1, predict the reaction product. The product is: [CH3:2][C:3]1[N:4]=[CH:5][N:6]([C:8]2[C:13](=[O:14])[N:12]3[CH2:19][CH2:18][N:20]([CH2:21][C:54]4[C:53]5[CH:52]=[C:51]([C:50]([F:69])([F:49])[F:68])[CH:59]=[CH:58][C:57]=5[N:56]5[CH2:60][CH2:61][O:62][CH2:63][C:55]=45)[C:15](=[O:17])[C:11]3=[CH:10][CH:9]=2)[CH:7]=1. (4) Given the reactants [C:1]([O:5][C:6]([NH:8][CH:9]([C:40]([O:42]C(C)(C)C)=[O:41])[CH2:10][O:11][P:12](=[O:39])([OH:38])[O:13][CH2:14][CH2:15][CH2:16][CH2:17][CH2:18][CH2:19][NH:20]C(=O)OCC1C2C=CC=CC=2C2C1=CC=CC=2)=[O:7])([CH3:4])([CH3:3])[CH3:2].O, predict the reaction product. The product is: [NH2:20][CH2:19][CH2:18][CH2:17][CH2:16][CH2:15][CH2:14][O:13][P:12]([O:11][CH2:10][CH:9]([NH:8][C:6]([O:5][C:1]([CH3:2])([CH3:3])[CH3:4])=[O:7])[C:40]([O:42][CH2:14][CH2:15][CH2:16][CH3:17])=[O:41])([OH:38])=[O:39]. (5) Given the reactants CO.S(=O)(=O)(O)O.C([N:11]1[CH2:20][CH2:19][C:18]2[C:13](=[CH:14][CH:15]=[C:16]([F:22])[C:17]=2[Br:21])[CH:12]1[CH2:23][C:24]([O:26][CH3:27])=[O:25])(=O)C.C([O-])(O)=O.[Na+], predict the reaction product. The product is: [Br:21][C:17]1[C:16]([F:22])=[CH:15][CH:14]=[C:13]2[C:18]=1[CH2:19][CH2:20][NH:11][CH:12]2[CH2:23][C:24]([O:26][CH3:27])=[O:25]. (6) Given the reactants [NH2:1][C:2]1[CH:9]=[CH:8][C:5]([C:6]#[N:7])=[CH:4][C:3]=1[F:10].C1C(=O)N([Cl:18])C(=O)C1, predict the reaction product. The product is: [NH2:1][C:2]1[C:3]([F:10])=[CH:4][C:5]([C:6]#[N:7])=[CH:8][C:9]=1[Cl:18]. (7) Given the reactants Cl[C:2]1[C:3]2[C:10](=[CH:11][C:12]3[NH:13][C:14]([C:18]([N:20]4[CH2:25][CH2:24][O:23][CH2:22][CH2:21]4)=[O:19])=[CH:15][C:16]=3[CH3:17])[C:9](=[O:26])[NH:8][C:4]=2[N:5]=[CH:6][N:7]=1.[C:27]1([C@H:33]([NH2:35])[CH3:34])[CH:32]=[CH:31][CH:30]=[CH:29][CH:28]=1, predict the reaction product. The product is: [CH3:17][C:16]1[CH:15]=[C:14]([C:18]([N:20]2[CH2:25][CH2:24][O:23][CH2:22][CH2:21]2)=[O:19])[NH:13][C:12]=1[CH:11]=[C:10]1[C:3]2[C:2]([NH:35][CH:33]([C:27]3[CH:32]=[CH:31][CH:30]=[CH:29][CH:28]=3)[CH3:34])=[N:7][CH:6]=[N:5][C:4]=2[NH:8][C:9]1=[O:26].